From a dataset of Full USPTO retrosynthesis dataset with 1.9M reactions from patents (1976-2016). Predict the reactants needed to synthesize the given product. (1) Given the product [CH2:32]([N:15]1[C:14]2[C:13]([CH3:18])=[N:12][C:11]3=[C:19]([C:23]4[C:24]([CH3:31])=[CH:25][C:26]([CH3:30])=[CH:27][C:28]=4[CH3:29])[C:20]([CH3:22])=[N:21][N:10]3[C:9]=2[N:8]([CH:5]([CH2:6][CH3:7])[CH2:3][CH3:4])[C:16]1=[O:17])[C:33]1[CH:38]=[CH:37][CH:36]=[CH:35][CH:34]=1, predict the reactants needed to synthesize it. The reactants are: [H-].[Na+].[CH2:3]([CH:5]([N:8]1[C:16](=[O:17])[NH:15][C:14]2[C:13]([CH3:18])=[N:12][C:11]3=[C:19]([C:23]4[C:28]([CH3:29])=[CH:27][C:26]([CH3:30])=[CH:25][C:24]=4[CH3:31])[C:20]([CH3:22])=[N:21][N:10]3[C:9]1=2)[CH2:6][CH3:7])[CH3:4].[CH2:32](Br)[C:33]1[CH:38]=[CH:37][CH:36]=[CH:35][CH:34]=1.O. (2) Given the product [CH2:27]([O:26][C:23]1[N:24]=[CH:25][C:20]([C:17]2[CH:18]=[CH:19][C:14]([C:13]([NH:12][CH:4]([CH2:5][C:6]3[CH:11]=[CH:10][CH:9]=[CH:8][CH:7]=3)[C:3]([OH:35])=[O:2])=[O:34])=[CH:15][CH:16]=2)=[CH:21][N:22]=1)[C:28]1[CH:29]=[CH:30][CH:31]=[CH:32][CH:33]=1, predict the reactants needed to synthesize it. The reactants are: C[O:2][C:3](=[O:35])[CH:4]([NH:12][C:13](=[O:34])[C:14]1[CH:19]=[CH:18][C:17]([C:20]2[CH:21]=[N:22][C:23]([O:26][CH2:27][C:28]3[CH:33]=[CH:32][CH:31]=[CH:30][CH:29]=3)=[N:24][CH:25]=2)=[CH:16][CH:15]=1)[CH2:5][C:6]1[CH:11]=[CH:10][CH:9]=[CH:8][CH:7]=1.[OH-].[Li+].C(OCC)(=O)C.Cl. (3) The reactants are: [NH:1]1[C:9]2[C:4](=[CH:5][C:6]([NH2:10])=[CH:7][CH:8]=2)[CH:3]=[CH:2]1.C(N(CC)CC)C.[C:18](Cl)(=[O:23])[C:19]([CH3:22])([CH3:21])[CH3:20]. Given the product [NH:1]1[C:9]2[C:4](=[CH:5][C:6]([NH:10][C:18](=[O:23])[C:19]([CH3:22])([CH3:21])[CH3:20])=[CH:7][CH:8]=2)[CH:3]=[CH:2]1, predict the reactants needed to synthesize it.